Dataset: Full USPTO retrosynthesis dataset with 1.9M reactions from patents (1976-2016). Task: Predict the reactants needed to synthesize the given product. (1) Given the product [CH2:16]([O:18][C:19](=[O:41])[C:20]([O:23][C:24]1[CH:29]=[CH:28][C:27]([O:30][C:31]2[CH:36]=[C:35]([CH3:37])[CH:34]=[C:33]([CH2:38][NH2:39])[CH:32]=2)=[CH:26][C:25]=1[CH3:40])([CH3:21])[CH3:22])[CH3:17], predict the reactants needed to synthesize it. The reactants are: O(C1C=CC=CC=1C#N)C1C=CC=CC=1.[CH2:16]([O:18][C:19](=[O:41])[C:20]([O:23][C:24]1[CH:29]=[CH:28][C:27]([O:30][C:31]2[CH:36]=[C:35]([CH3:37])[CH:34]=[C:33]([C:38]#[N:39])[CH:32]=2)=[CH:26][C:25]=1[CH3:40])([CH3:22])[CH3:21])[CH3:17]. (2) Given the product [O:32]=[C:26]1[NH:25]/[C:24](=[N:33]\[NH:34][C:15](=[O:17])[CH2:14][CH2:13][CH2:12][C:10]2[O:9][N:8]=[C:7]([C:1]3[CH:2]=[CH:3][CH:4]=[CH:5][CH:6]=3)[N:11]=2)/[N:23]([CH2:18][CH2:19][CH2:20][CH2:21][CH3:22])[C:31]2[N:30]=[CH:29][NH:28][C:27]1=2, predict the reactants needed to synthesize it. The reactants are: [C:1]1([C:7]2[N:11]=[C:10]([CH2:12][CH2:13][CH2:14][C:15]([OH:17])=O)[O:9][N:8]=2)[CH:6]=[CH:5][CH:4]=[CH:3][CH:2]=1.[CH2:18]([N:23]1[C:31]2[N:30]=[CH:29][NH:28][C:27]=2[C:26](=[O:32])[NH:25]/[C:24]/1=[N:33]\[NH2:34])[CH2:19][CH2:20][CH2:21][CH3:22].F[P-](F)(F)(F)(F)F.N1(O[P+](N(C)C)(N(C)C)N(C)C)C2C=CC=CC=2N=N1.C(N(CC)CC)C. (3) Given the product [C:24]([SiH2:23][O:22][C:21]([CH3:29])([CH3:28])[C:13]1[C:12]([O:30][CH2:31][O:32][CH3:33])=[C:11]([CH:7]2[CH2:8][CH2:9][CH2:10][CH:6]2[C:4]([C:36]2[CH:41]=[CH:40][C:39]([O:42][CH2:43][O:44][CH3:45])=[CH:38][CH:37]=2)=[O:5])[CH:16]=[C:15]([O:17][CH2:18][O:19][CH3:20])[CH:14]=1)([CH3:25])([CH3:27])[CH3:26], predict the reactants needed to synthesize it. The reactants are: CON(C)[C:4]([CH:6]1[CH2:10][CH2:9][CH2:8][CH:7]1[C:11]1[CH:16]=[C:15]([O:17][CH2:18][O:19][CH3:20])[CH:14]=[C:13]([C:21]([CH3:29])([CH3:28])[O:22][SiH2:23][C:24]([CH3:27])([CH3:26])[CH3:25])[C:12]=1[O:30][CH2:31][O:32][CH3:33])=[O:5].Br[C:36]1[CH:41]=[CH:40][C:39]([O:42][CH2:43][O:44][CH3:45])=[CH:38][CH:37]=1. (4) Given the product [Cl:16][C:17]1[CH:24]=[CH:23][C:20]([CH2:21][O:6][C@@H:5]2[C@@H:7]([O:8][CH2:21][C:20]3[CH:23]=[CH:24][C:17]([Cl:16])=[CH:18][CH:19]=3)[C@@H:9]([O:10][CH2:21][C:20]3[CH:23]=[CH:24][C:17]([Cl:16])=[CH:18][CH:19]=3)[C@@H:11]([CH2:13][O:14][CH2:21][C:20]3[CH:23]=[CH:24][C:17]([Cl:16])=[CH:18][CH:19]=3)[O:12][C@H:4]2[S:3][CH3:15])=[CH:19][CH:18]=1, predict the reactants needed to synthesize it. The reactants are: [H-].[Na+].[S:3]([CH3:15])[C@@H:4]1[O:12][C@H:11]([CH2:13][OH:14])[C@H:9]([OH:10])[C@H:7]([OH:8])[C@H:5]1[OH:6].[Cl:16][C:17]1[CH:24]=[CH:23][C:20]([CH2:21]Cl)=[CH:19][CH:18]=1.[H][H]. (5) Given the product [Cl:21][C:19]1[CH:18]=[N:17][C:5]2=[N:6][C:7]([N:8]3[CH2:15][CH:14]4[CH:10]([CH2:11][N:12]([CH3:16])[CH2:13]4)[CH2:9]3)=[C:2]([NH:23][NH2:24])[N:3]=[C:4]2[CH:20]=1, predict the reactants needed to synthesize it. The reactants are: Cl[C:2]1[N:3]=[C:4]2[CH:20]=[C:19]([Cl:21])[CH:18]=[N:17][C:5]2=[N:6][C:7]=1[N:8]1[CH2:15][CH:14]2[CH:10]([CH2:11][N:12]([CH3:16])[CH2:13]2)[CH2:9]1.O.[NH2:23][NH2:24]. (6) Given the product [C:15]([C:18]1[C:19]([NH2:35])=[C:20]([C:29]#[CH:30])[C:21]([Cl:28])=[C:22]([CH:27]=1)[C:23]([O:25][CH3:26])=[O:24])(=[O:17])[CH3:16], predict the reactants needed to synthesize it. The reactants are: NC1C=CC(C(OC)=O)=C(Cl)C=1C#C.[C:15]([C:18]1[C:19]([NH2:35])=[C:20]([C:29]#[C:30][Si](C)(C)C)[C:21]([Cl:28])=[C:22]([CH:27]=1)[C:23]([O:25][CH3:26])=[O:24])(=[O:17])[CH3:16]. (7) Given the product [C:26]([N:30]1[CH2:31][CH:32]=[C:33]([C:22]2[C:17]3[CH:18]=[N:19][C:20]([NH2:21])=[C:15]([O:14][C@@H:12]([C:5]4[C:6]([Cl:11])=[CH:7][CH:8]=[C:9]([F:10])[C:4]=4[Cl:3])[CH3:13])[C:16]=3[O:24][CH:23]=2)[CH2:34][CH2:35]1)([CH3:29])([CH3:28])[CH3:27], predict the reactants needed to synthesize it. The reactants are: N#N.[Cl:3][C:4]1[C:9]([F:10])=[CH:8][CH:7]=[C:6]([Cl:11])[C:5]=1[C@H:12]([O:14][C:15]1[C:16]2[O:24][CH:23]=[C:22](Br)[C:17]=2[CH:18]=[N:19][C:20]=1[NH2:21])[CH3:13].[C:26]([N:30]1[CH2:35][CH:34]=[C:33]([Sn](C)(C)C)[CH2:32][CH2:31]1)([CH3:29])([CH3:28])[CH3:27].CC1C(P(C2C(C)=CC=CC=2)C2C(C)=CC=CC=2)=CC=CC=1. (8) Given the product [CH2:35]([N:3]([CH2:1][CH3:2])[CH2:4]/[CH:5]=[CH:6]\[C:7]1[CH:12]=[C:11]([F:13])[CH:10]=[CH:9][C:8]=1[S:14]([NH:17][C:18]1[CH:27]=[CH:26][C:25]2[N:24]3[CH:28]=[CH:29][N:30]=[C:23]3[CH2:22][O:21][C:20]=2[C:19]=1[C:31]([OH:33])=[O:32])(=[O:15])=[O:16])[CH3:36], predict the reactants needed to synthesize it. The reactants are: [CH2:1]([N:3]([CH2:35][CH3:36])[CH2:4]/[CH:5]=[CH:6]\[C:7]1[CH:12]=[C:11]([F:13])[CH:10]=[CH:9][C:8]=1[S:14]([NH:17][C:18]1[CH:27]=[CH:26][C:25]2[N:24]3[CH:28]=[CH:29][N:30]=[C:23]3[CH2:22][O:21][C:20]=2[C:19]=1[C:31]([O:33]C)=[O:32])(=[O:16])=[O:15])[CH3:2].O.[OH-].[Li+].C(O)=O. (9) Given the product [NH2:10][CH2:9][CH2:8][CH2:7][N:4]1[CH2:5][CH2:6][O:1][CH2:2][CH2:3]1, predict the reactants needed to synthesize it. The reactants are: [O:1]1[CH2:6][CH2:5][N:4]([CH2:7][CH2:8][CH2:9][NH:10]C(=C(C#N)C#N)[NH:10][CH2:9][CH2:8][CH2:7][N:4]2[CH2:5][CH2:6][O:1][CH2:2][CH2:3]2)[CH2:3][CH2:2]1.CSC(=C(C#N)C#N)SC. (10) The reactants are: [O:1]=[C:2]1[CH2:7][CH2:6][CH:5]([C:8]([O:10][NH:11][C:12](=[NH:14])[CH3:13])=O)[CH2:4][CH2:3]1.C([O-])(=O)C.[Na+]. Given the product [CH3:13][C:12]1[N:14]=[C:8]([CH:5]2[CH2:6][CH2:7][C:2](=[O:1])[CH2:3][CH2:4]2)[O:10][N:11]=1, predict the reactants needed to synthesize it.